This data is from Forward reaction prediction with 1.9M reactions from USPTO patents (1976-2016). The task is: Predict the product of the given reaction. (1) Given the reactants [NH2:1][CH2:2][CH2:3][CH2:4][N:5]([CH2:13][CH2:14][CH2:15][NH:16][C:17]1[N:18]=[N+:19]([O-:28])[C:20]2[CH:27]=[CH:26][CH:25]=[CH:24][C:21]=2[N+:22]=1[O-:23])[C:6](=[O:12])[O:7][C:8]([CH3:11])([CH3:10])[CH3:9].N1([C:34]([C:36]2[C:49]3[C:40](=[N:41][C:42]4[C:47]([N:48]=3)=[CH:46][CH:45]=[CH:44][CH:43]=4)[CH:39]=[CH:38][CH:37]=2)=[O:35])C=CN=C1, predict the reaction product. The product is: [C:36]1([C:34]([NH:1][CH2:2][CH2:3][CH2:4][N:5]([CH2:13][CH2:14][CH2:15][NH:16][C:17]2[N:18]=[N+:19]([O-:28])[C:20]3[CH:27]=[CH:26][CH:25]=[CH:24][C:21]=3[N+:22]=2[O-:23])[C:6](=[O:12])[O:7][C:8]([CH3:10])([CH3:11])[CH3:9])=[O:35])[C:49]2[C:40](=[N:41][C:42]3[C:47]([N:48]=2)=[CH:46][CH:45]=[CH:44][CH:43]=3)[CH:39]=[CH:38][CH:37]=1. (2) Given the reactants [F:1][C:2]1[CH:3]=[C:4]([C:10]2[C:18]3[C:13](=NC=[N:16][C:17]=3[NH2:19])[NH:12][N:11]=2)[CH:5]=[C:6](OC)[CH:7]=1.[C:20]([O-:23])([O-])=O.[K+].[K+].C[N:27]([CH:29]=O)[CH3:28], predict the reaction product. The product is: [CH:13]1([N:12]2[C:28]3=[N:27][CH:29]=[N:16][C:17]([NH2:19])=[C:18]3[C:10]([C:4]3[CH:5]=[C:6]([O:23][CH3:20])[CH:7]=[C:2]([F:1])[CH:3]=3)=[N:11]2)[CH2:6][CH2:7][CH2:2][CH2:3]1. (3) Given the reactants C[O:2][C:3]([C@@H:5]1[C@@H:11]([C:12]2[CH:17]=[CH:16][C:15]([O:18][CH2:19][CH2:20][O:21][C:22]3[C:27]([Cl:28])=[CH:26][C:25]([CH3:29])=[CH:24][C:23]=3[Cl:30])=[CH:14][CH:13]=2)[CH2:10][C@H:9]2[N:31]([C:32]([O:34][C:35]([CH3:38])([CH3:37])[CH3:36])=[O:33])[C@@H:6]1[CH2:7][CH2:8]2)=[O:4].[OH-].[Na+], predict the reaction product. The product is: [C:35]([O:34][C:32]([N:31]1[C@H:9]2[CH2:8][CH2:7][C@@H:6]1[C@H:5]([C:3]([OH:4])=[O:2])[C@@H:11]([C:12]1[CH:13]=[CH:14][C:15]([O:18][CH2:19][CH2:20][O:21][C:22]3[C:23]([Cl:30])=[CH:24][C:25]([CH3:29])=[CH:26][C:27]=3[Cl:28])=[CH:16][CH:17]=1)[CH2:10]2)=[O:33])([CH3:38])([CH3:36])[CH3:37].